The task is: Predict the product of the given reaction.. This data is from Forward reaction prediction with 1.9M reactions from USPTO patents (1976-2016). (1) Given the reactants [F:1][C:2]1([F:20])[CH2:5][N:4]([S:6]([NH:9]C(=O)OCC2C=CC=CC=2)(=[O:8])=[O:7])[CH2:3]1.CC1CCC=CC=1, predict the reaction product. The product is: [F:1][C:2]1([F:20])[CH2:5][N:4]([S:6]([NH2:9])(=[O:8])=[O:7])[CH2:3]1. (2) Given the reactants C([N:4]1[C:12]2[C:7](=[CH:8][C:9]([Br:13])=[CH:10][CH:11]=2)[C:6]([CH3:14])=[N:5]1)(=O)C.[ClH:15], predict the reaction product. The product is: [ClH:15].[Br:13][C:9]1[CH:8]=[C:7]2[C:12](=[CH:11][CH:10]=1)[NH:4][N:5]=[C:6]2[CH3:14]. (3) Given the reactants [CH3:1][O:2][C:3](=[O:34])[CH2:4][CH2:5][CH2:6][CH2:7][CH2:8][O:9][C:10]1[CH:11]=[CH:12][C:13]2[N:17]=[C:16]([S:18][CH2:19][C:20]3[CH:25]=[CH:24][CH:23]=[CH:22][CH:21]=3)[N:15]([C:26]3[CH:31]=[CH:30][C:29]([CH3:32])=[CH:28][CH:27]=3)[C:14]=2[CH:33]=1.ClC1C=CC=C(C(OO)=[O:43])C=1.S(OS([O-])=O)([O-])=O.[Na+].[Na+], predict the reaction product. The product is: [CH3:1][O:2][C:3](=[O:34])[CH2:4][CH2:5][CH2:6][CH2:7][CH2:8][O:9][C:10]1[CH:11]=[CH:12][C:13]2[N:17]=[C:16]([S:18]([CH2:19][C:20]3[CH:25]=[CH:24][CH:23]=[CH:22][CH:21]=3)=[O:43])[N:15]([C:26]3[CH:27]=[CH:28][C:29]([CH3:32])=[CH:30][CH:31]=3)[C:14]=2[CH:33]=1.